From a dataset of Forward reaction prediction with 1.9M reactions from USPTO patents (1976-2016). Predict the product of the given reaction. (1) Given the reactants [OH:1][C:2]1[CH:10]=[CH:9][C:8]([OH:11])=[CH:7][C:3]=1[C:4]([OH:6])=[O:5].[CH2:12]([NH2:16])[CH2:13][CH2:14][CH3:15], predict the reaction product. The product is: [OH:1][C:2]1[CH:10]=[CH:9][C:8]([OH:11])=[CH:7][C:3]=1[C:4]([OH:6])=[O:5].[CH2:12]([NH2:16])[CH2:13][CH2:14][CH3:15]. (2) Given the reactants P(Cl)(Cl)(Cl)=O.CN(C)[CH:8]=[O:9].[CH:11]1([CH2:17][N:18]2[C:26]3[C:21](=[CH:22][CH:23]=[CH:24][C:25]=3[O:27][CH3:28])[CH:20]=[CH:19]2)[CH2:16][CH2:15][CH2:14][CH2:13][CH2:12]1.C(=O)(O)[O-].[Na+], predict the reaction product. The product is: [CH:11]1([CH2:17][N:18]2[C:26]3[C:21](=[CH:22][CH:23]=[CH:24][C:25]=3[O:27][CH3:28])[C:20]([CH:8]=[O:9])=[CH:19]2)[CH2:12][CH2:13][CH2:14][CH2:15][CH2:16]1. (3) The product is: [CH2:1]([N:3]([C@H:14]1[CH2:15][CH2:16][C@H:17]([C:20]([OH:29])([C:25]([F:28])([F:26])[F:27])[C:21]([F:23])([F:24])[F:22])[CH2:18][CH2:19]1)[S:4]([C:7]1[N:8]=[C:9]([CH3:13])[N:10]([CH3:12])[CH:11]=1)(=[O:6])=[O:5])[CH3:2]. Given the reactants [CH2:1]([N:3]([C@H:14]1[CH2:19][CH2:18][C@H:17]([C:20]([O:29][Si](CC)(CC)CC)([C:25]([F:28])([F:27])[F:26])[C:21]([F:24])([F:23])[F:22])[CH2:16][CH2:15]1)[S:4]([C:7]1[N:8]=[C:9]([CH3:13])[N:10]([CH3:12])[CH:11]=1)(=[O:6])=[O:5])[CH3:2].CCCC[N+](CCCC)(CCCC)CCCC.[F-], predict the reaction product. (4) Given the reactants [Br:1][C:2]1[CH:3]=[C:4]2[C:8](=[CH:9][CH:10]=1)[C:7](=O)[CH2:6][CH2:5]2.Cl.[NH2:13][OH:14].C([O-])(=O)C.[Na+], predict the reaction product. The product is: [Br:1][C:2]1[CH:3]=[C:4]2[C:8](=[CH:9][CH:10]=1)[C:7](=[N:13][OH:14])[CH2:6][CH2:5]2. (5) Given the reactants [CH3:1][S:2]([NH:5][CH2:6][C:7]1[CH:8]=[C:9]([CH:16]=[CH:17][C:18]=1[O:19][CH2:20][CH2:21][N:22]1[CH2:27][CH2:26][O:25][CH2:24][CH2:23]1)[C:10]([O:12][CH2:13][CH:14]=[CH2:15])=[O:11])(=[O:4])=[O:3].[C:28](O[C:28]([O:30][C:31]([CH3:34])([CH3:33])[CH3:32])=[O:29])([O:30][C:31]([CH3:34])([CH3:33])[CH3:32])=[O:29], predict the reaction product. The product is: [C:31]([O:30][C:28]([N:5]([CH2:6][C:7]1[CH:8]=[C:9]([CH:16]=[CH:17][C:18]=1[O:19][CH2:20][CH2:21][N:22]1[CH2:23][CH2:24][O:25][CH2:26][CH2:27]1)[C:10]([O:12][CH2:13][CH:14]=[CH2:15])=[O:11])[S:2]([CH3:1])(=[O:3])=[O:4])=[O:29])([CH3:34])([CH3:33])[CH3:32]. (6) Given the reactants [NH:1]([C:3]1[N:8]=[CH:7][CH:6]=[CH:5][N:4]=1)[NH2:2].C(N(CC)CC)C.C[O:17][C:18](=O)[N:19]=[C:20](SC)[C:21]([C:35]1[CH:44]=[C:43]([O:45][CH3:46])[C:38]2[O:39][CH2:40][CH2:41][O:42][C:37]=2[C:36]=1[F:47])=[N:22][C:23]1[CH:28]=[CH:27][C:26]([C:29]2[N:33]=[C:32]([CH3:34])[O:31][N:30]=2)=[CH:25][CH:24]=1, predict the reaction product. The product is: [F:47][C:36]1[C:37]2[O:42][CH2:41][CH2:40][O:39][C:38]=2[C:43]([O:45][CH3:46])=[CH:44][C:35]=1[CH:21]([NH:22][C:23]1[CH:24]=[CH:25][C:26]([C:29]2[N:33]=[C:32]([CH3:34])[O:31][N:30]=2)=[CH:27][CH:28]=1)[C:20]1[NH:19][C:18](=[O:17])[N:1]([C:3]2[N:8]=[CH:7][CH:6]=[CH:5][N:4]=2)[N:2]=1. (7) Given the reactants [CH2:1]([O:3][C:4](=[O:17])/[CH:5]=[C:6](/[O:8][C:9]1[CH:14]=[CH:13][C:12]([Cl:15])=[CH:11][C:10]=1[Cl:16])\[CH3:7])[CH3:2].[Br:18]N1C(=O)CCC1=O.C(OOC(=O)C1C=CC=CC=1)(=O)C1C=CC=CC=1, predict the reaction product. The product is: [CH2:1]([O:3][C:4](=[O:17])/[CH:5]=[C:6](/[O:8][C:9]1[CH:14]=[CH:13][C:12]([Cl:15])=[CH:11][C:10]=1[Cl:16])\[CH2:7][Br:18])[CH3:2].